Dataset: Full USPTO retrosynthesis dataset with 1.9M reactions from patents (1976-2016). Task: Predict the reactants needed to synthesize the given product. (1) Given the product [C:1]([O:6][CH2:7][CH:8]([O:15][C:16](=[O:20])[CH2:17][CH2:18][CH3:19])[C:9](=[O:23])[C:10](=[O:12])[CH3:11])(=[O:5])[CH2:2][CH2:3][CH3:4], predict the reactants needed to synthesize it. The reactants are: [C:1]([O:6][CH2:7][CH:8]([O:15][C:16](=[O:20])[CH2:17][CH2:18][CH3:19])[C:9](=[N+]=[N-])[C:10](=[O:12])[CH3:11])(=[O:5])[CH2:2][CH2:3][CH3:4].CC(C)=[O:23].CC1(C)OO1. (2) Given the product [Br:1][C:2]1[CH:3]=[N:4][C:5]2[CH:6]=[CH:7][CH:8]=[N+:9]([O-:20])[C:10]=2[CH:11]=1.[Br:1][C:2]1[CH:3]=[N+:4]([O-:20])[C:5]2[C:10]([CH:11]=1)=[N:9][CH:8]=[CH:7][CH:6]=2, predict the reactants needed to synthesize it. The reactants are: [Br:1][C:2]1[CH:3]=[N:4][C:5]2[C:10]([CH:11]=1)=[N:9][CH:8]=[CH:7][CH:6]=2.ClC1C=CC=C(C(OO)=[O:20])C=1. (3) Given the product [CH3:1][O:2][C:3]([C:5]1[N:10]=[C:9]([O:11][C:12]2[C:21]3[C:16](=[CH:17][CH:18]=[CH:19][CH:20]=3)[C:15]([NH:22][C:47]([NH:46][C:44]3[CH:45]=[C:40]([C:36]([CH3:37])([CH3:39])[CH3:38])[CH:41]=[CH:42][C:43]=3[O:69][CH3:70])=[O:48])=[CH:14][CH:13]=2)[CH:8]=[CH:7][N:6]=1)=[O:4], predict the reactants needed to synthesize it. The reactants are: [CH3:1][O:2][C:3]([C:5]1[N:10]=[C:9]([O:11][C:12]2[C:21]3[C:16](=[CH:17][CH:18]=[CH:19][CH:20]=3)[C:15]([NH2:22])=[CH:14][CH:13]=2)[CH:8]=[CH:7][N:6]=1)=[O:4].C(C1C=CC(OC)=C(C=1)N)(C)(C)C.[C:36]([C:40]1[CH:41]=[CH:42][C:43]([O:69][CH3:70])=[C:44]([NH:46][C:47](NC2C3C(=CC=CC=3)C(OC3C=CN=C(C#N)N=3)=CC=2)=[O:48])[CH:45]=1)([CH3:39])([CH3:38])[CH3:37]. (4) Given the product [Cl:29][C:27]1[CH:26]=[CH:25][C:17]2[O:18][C:19]3[CH:24]=[CH:23][CH:22]=[CH:21][C:20]=3[C:14]([N:11]3[CH2:12][CH2:13][N:8]([C:6]([O:5][C:1]([CH3:4])([CH3:2])[CH3:3])=[O:7])[C@@H:9]([CH2:30][C:31]([O:33][C@@H:47]([CH2:48][C:49]([OH:52])([CH3:51])[CH3:50])[CH3:46])=[O:32])[CH2:10]3)=[N:15][C:16]=2[CH:28]=1, predict the reactants needed to synthesize it. The reactants are: [C:1]([O:5][C:6]([N:8]1[CH2:13][CH2:12][N:11]([C:14]2[C:20]3[CH:21]=[CH:22][CH:23]=[CH:24][C:19]=3[O:18][C:17]3[CH:25]=[CH:26][C:27]([Cl:29])=[CH:28][C:16]=3[N:15]=2)[CH2:10][C@@H:9]1[CH2:30][C:31]([OH:33])=[O:32])=[O:7])([CH3:4])([CH3:3])[CH3:2].Cl.CN(C)CCCN=C=NCC.[CH3:46][CH:47](O)[CH2:48][C:49]([OH:52])([CH3:51])[CH3:50].